From a dataset of Forward reaction prediction with 1.9M reactions from USPTO patents (1976-2016). Predict the product of the given reaction. (1) Given the reactants [C:1]([O:5][C:6]([N:8]1[CH2:13][CH2:12][CH:11]([CH2:14][C:15]([OH:17])=O)[CH2:10][CH2:9]1)=[O:7])([CH3:4])([CH3:3])[CH3:2].Cl.[Cl:19][C:20]1[CH:21]=[C:22]2[C:27](=[CH:28][CH:29]=1)[CH:26]=[C:25]([S:30]([N:33]1[CH2:38][CH2:37][NH:36][CH2:35][CH2:34]1)(=[O:32])=[O:31])[CH:24]=[CH:23]2, predict the reaction product. The product is: [C:1]([O:5][C:6]([N:8]1[CH2:9][CH2:10][CH:11]([CH2:14][C:15]([N:36]2[CH2:35][CH2:34][N:33]([S:30]([C:25]3[CH:24]=[CH:23][C:22]4[C:27](=[CH:28][CH:29]=[C:20]([Cl:19])[CH:21]=4)[CH:26]=3)(=[O:32])=[O:31])[CH2:38][CH2:37]2)=[O:17])[CH2:12][CH2:13]1)=[O:7])([CH3:2])([CH3:3])[CH3:4]. (2) The product is: [Cl:1][C:2]1[CH:3]=[CH:4][C:5]([O:25][CH2:26][CH:27]([CH3:29])[CH3:28])=[C:6]([NH:8][C:9]2[S:10][CH:11]=[C:12]([C:14]3[NH:18][C:17]4[CH:19]=[CH:20][C:21]([CH:23]=[O:24])=[CH:22][C:16]=4[N:15]=3)[N:13]=2)[CH:7]=1. Given the reactants [Cl:1][C:2]1[CH:3]=[CH:4][C:5]([O:25][CH2:26][CH:27]([CH3:29])[CH3:28])=[C:6]([NH:8][C:9]2[S:10][CH:11]=[C:12]([C:14]3[NH:18][C:17]4[CH:19]=[CH:20][C:21]([CH2:23][OH:24])=[CH:22][C:16]=4[N:15]=3)[N:13]=2)[CH:7]=1.CC(OI1(OC(C)=O)(OC(C)=O)OC(=O)C2C=CC=CC1=2)=O, predict the reaction product.